From a dataset of Catalyst prediction with 721,799 reactions and 888 catalyst types from USPTO. Predict which catalyst facilitates the given reaction. (1) Reactant: [Cl:1][C:2]1[C:7]([CH:8]=[N:9][OH:10])=[CH:6][CH:5]=[CH:4][N:3]=1.[Cl:11]N1C(=O)CCC1=O.Cl. Product: [Cl:11][C:8]([C:7]1[C:2]([Cl:1])=[N:3][CH:4]=[CH:5][CH:6]=1)=[N:9][OH:10]. The catalyst class is: 9. (2) Reactant: Cl.[N:2]1[C:11]2[C:6](=[CH:7][CH:8]=[CH:9][CH:10]=2)[CH:5]=[CH:4][C:3]=1[N:12]1[CH2:15][CH:14]([NH2:16])[CH2:13]1.C(=O)([O-])[O-].[Na+].[Na+].Cl[C:24]1[C:29]([N+:30]([O-:32])=[O:31])=[CH:28][CH:27]=[CH:26][N:25]=1. Product: [N+:30]([C:29]1[C:24]([NH:16][CH:14]2[CH2:13][N:12]([C:3]3[CH:4]=[CH:5][C:6]4[C:11](=[CH:10][CH:9]=[CH:8][CH:7]=4)[N:2]=3)[CH2:15]2)=[N:25][CH:26]=[CH:27][CH:28]=1)([O-:32])=[O:31]. The catalyst class is: 35.